This data is from Retrosynthesis with 50K atom-mapped reactions and 10 reaction types from USPTO. The task is: Predict the reactants needed to synthesize the given product. (1) Given the product COc1ccc(S(=O)(=O)N(Cc2ccc(C(=O)O)cc2)C(C(=O)OC(C)(C)C)C(C)C)cc1, predict the reactants needed to synthesize it. The reactants are: COC(=O)c1ccc(CN(C(C(=O)OC(C)(C)C)C(C)C)S(=O)(=O)c2ccc(OC)cc2)cc1. (2) The reactants are: CCCCCCCCCCCCCC1CCC(OCCN(C)C)O1.CI. Given the product CCCCCCCCCCCCCC1CCC(OCC[N+](C)(C)C)O1, predict the reactants needed to synthesize it. (3) Given the product CCOc1nc2c(C(O)(CC(C)(C)C)c3ccccn3)cc(-c3c(C)noc3C)cc2[nH]1, predict the reactants needed to synthesize it. The reactants are: CC(C)(C)C[Mg+].CCOc1nc2c(C(=O)c3ccccn3)cc(-c3c(C)noc3C)cc2[nH]1. (4) Given the product CC1(C[C@@H](O)C(=O)O)CC1, predict the reactants needed to synthesize it. The reactants are: COC(=O)C(O)CC1(C)CC1. (5) Given the product CS(=O)(=O)c1ccc(-n2nc(C(F)(F)F)cc2-c2ccc(-c3ccco3)cc2)cc1CN1C(=O)c2ccccc2C1=O, predict the reactants needed to synthesize it. The reactants are: CS(=O)(=O)c1ccc(-n2nc(C(F)(F)F)cc2-c2ccc(-c3ccco3)cc2)cc1CCl.O=C1NC(=O)c2ccccc21. (6) Given the product CC(C)(C)OC(=O)N1CCC(Oc2c(Br)ccc3cnc(Nc4ccc(S(N)(=O)=O)cc4)nc23)CC1, predict the reactants needed to synthesize it. The reactants are: CC(C)(C)OC(=O)N1CCC(Oc2c(Br)ccc3cnc(Cl)nc23)CC1.Nc1ccc(S(N)(=O)=O)cc1.